The task is: Predict which catalyst facilitates the given reaction.. This data is from Catalyst prediction with 721,799 reactions and 888 catalyst types from USPTO. (1) Reactant: Br[C:2]1[C:7]([CH2:8][O:9][CH3:10])=[CH:6][C:5]([O:11][CH2:12][O:13][CH3:14])=[CH:4][C:3]=1[O:15][CH2:16][O:17][CH3:18].[Li]CCCC.CN([CH:27]=[O:28])C. Product: [CH3:18][O:17][CH2:16][O:15][C:3]1[CH:4]=[C:5]([O:11][CH2:12][O:13][CH3:14])[CH:6]=[C:7]([CH2:8][O:9][CH3:10])[C:2]=1[CH:27]=[O:28]. The catalyst class is: 28. (2) Reactant: [O:1]=[C:2]([NH:25][O:26]C1CCCCO1)[CH2:3][C:4]1[CH:9]=[CH:8][C:7]([NH:10][C:11]([C:13]2[C:23]3=[C:24]4[C:19](=[CH:20][CH:21]=[CH:22]3)[CH2:18][CH2:17][CH2:16][N:15]4[CH:14]=2)=[O:12])=[CH:6][CH:5]=1. Product: [OH:26][NH:25][C:2](=[O:1])[CH2:3][C:4]1[CH:5]=[CH:6][C:7]([NH:10][C:11]([C:13]2[C:23]3=[C:24]4[C:19](=[CH:20][CH:21]=[CH:22]3)[CH2:18][CH2:17][CH2:16][N:15]4[CH:14]=2)=[O:12])=[CH:8][CH:9]=1. The catalyst class is: 30. (3) Reactant: [C:1]1(S(OCCCCCCCCCCCC)(=O)=O)[CH:6]=CC=[CH:3][CH:2]=1.[Na].[C:24](#[N:27])[CH:25]=[CH2:26].[C:28]([O:35][CH2:36][CH2:37][CH2:38][CH3:39])(=[O:34])/[CH:29]=[CH:30]\[C:31]([O-:33])=[O:32].C=CC=C.[O-]O.C1(C(C)C)C=CC=CC=1.C1(C=CC(O)=CC=1)O. Product: [CH2:6]=[CH:1][CH:2]=[CH2:3].[C:24](#[N:27])[CH:25]=[CH2:26].[C:28]([O:35][CH2:36][CH2:37][CH2:38][CH3:39])(=[O:34])/[CH:29]=[CH:30]\[C:31]([O-:33])=[O:32]. The catalyst class is: 6. (4) Reactant: C([O:3][C:4](=[O:24])[CH2:5][CH:6]1[O:10][B:9]([OH:11])[C:8]2[CH:12]=[C:13]([O:17][C:18]3[CH:23]=[CH:22][CH:21]=[CH:20][CH:19]=3)[CH:14]=[C:15]([CH3:16])[C:7]1=2)C.[OH-].[Li+].Cl. Product: [OH:11][B:9]1[C:8]2[CH:12]=[C:13]([O:17][C:18]3[CH:23]=[CH:22][CH:21]=[CH:20][CH:19]=3)[CH:14]=[C:15]([CH3:16])[C:7]=2[CH:6]([CH2:5][C:4]([OH:24])=[O:3])[O:10]1. The catalyst class is: 5. (5) Reactant: C[O:2][C:3]([C:5]1[CH:22]=[C:21]2[C:8]([S:9](=[O:24])(=[O:23])[NH:10][C:11]3[C:20]2=[CH:19][CH:18]=[C:17]2[C:12]=3[N:13]=[CH:14][CH:15]=[CH:16]2)=[CH:7][CH:6]=1)=O.[NH3:25]. Product: [O:23]=[S:9]1(=[O:24])[C:8]2[C:21](=[CH:22][C:5]([C:3]([NH2:25])=[O:2])=[CH:6][CH:7]=2)[C:20]2[C:11](=[C:12]3[C:17](=[CH:18][CH:19]=2)[CH:16]=[CH:15][CH:14]=[N:13]3)[NH:10]1. The catalyst class is: 5.